From a dataset of Full USPTO retrosynthesis dataset with 1.9M reactions from patents (1976-2016). Predict the reactants needed to synthesize the given product. (1) Given the product [CH3:24][O:25][C:26]([NH:28][C@@H:29]([CH:41]([CH3:43])[CH3:42])[C:30]([N:32]1[C@@H:36]([CH3:37])[CH2:35][CH2:34][C@H:33]1[C:38]([O:40][CH2:2][C:3](=[O:4])[C:5]1[CH:6]=[CH:7][C:8]2[C:17]3[CH:16]=[C:15]4[CH2:18][CH2:19][CH2:20][C:21](=[O:22])[C:14]4=[CH:13][C:12]=3[O:11][CH2:10][C:9]=2[CH:23]=1)=[O:39])=[O:31])=[O:27], predict the reactants needed to synthesize it. The reactants are: Br[CH2:2][C:3]([C:5]1[CH:6]=[CH:7][C:8]2[C:17]3[CH:16]=[C:15]4[CH2:18][CH2:19][CH2:20][C:21](=[O:22])[C:14]4=[CH:13][C:12]=3[O:11][CH2:10][C:9]=2[CH:23]=1)=[O:4].[CH3:24][O:25][C:26]([NH:28][C@@H:29]([CH:41]([CH3:43])[CH3:42])[C:30]([N:32]1[C@@H:36]([CH3:37])[CH2:35][CH2:34][C@H:33]1[C:38]([OH:40])=[O:39])=[O:31])=[O:27].CCN(C(C)C)C(C)C. (2) The reactants are: [Cl-].[Ce+3].[Cl-].[Cl-].[BH4-:5].[Na+].[C:7]1([CH3:22])[CH:12]=[CH:11][CH:10]=[C:9]([PH:13](=O)[C:14]2[CH:15]=[C:16]([CH3:20])[CH:17]=[CH:18][CH:19]=2)[CH:8]=1.[H-].[Al+3].[Li+].[H-].[H-].[H-].Cl. Given the product [C:16]1([CH3:20])[CH:17]=[CH:18][CH:19]=[C:14]([PH:13][C:9]2[CH:8]=[C:7]([CH3:22])[CH:12]=[CH:11][CH:10]=2)[CH:15]=1.[BH3:5], predict the reactants needed to synthesize it. (3) Given the product [CH2:27]([O:26][C:24](=[O:25])[CH2:23][O:17][C:31]1([C:30]([O:33][CH2:34][CH3:35])=[O:32])[CH2:4][C:3]2[CH:9]=[C:10]([N+:13]([O-:15])=[O:14])[CH:11]=[CH:12][C:2]=2[O:1]1)[CH3:28].[CH2:27]([O:26][C:24](=[O:25])[CH2:23][O:1][C:2]1[CH:12]=[CH:11][C:10]([N+:13]([O-:15])=[O:14])=[CH:9][C:3]=1[C:4]([O:6][CH2:7][CH3:8])=[O:5])[CH3:28], predict the reactants needed to synthesize it. The reactants are: [OH:1][C:2]1[CH:12]=[CH:11][C:10]([N+:13]([O-:15])=[O:14])=[CH:9][C:3]=1[C:4]([O:6][CH2:7][CH3:8])=[O:5].C(=O)([O-])[O-:17].[K+].[K+].Br[CH2:23][C:24]([O:26][CH2:27][CH3:28])=[O:25].O.[C:30]([O:33][CH2:34][CH3:35])(=[O:32])[CH3:31]. (4) Given the product [Cl:1][C:2]1[N:7]=[C:6]([C:8]#[N:9])[C:5]2[N:10]=[C:11]([CH:14]3[CH2:15][CH2:16][CH2:17][CH2:18][O:13]3)[NH:12][C:4]=2[CH:3]=1, predict the reactants needed to synthesize it. The reactants are: [Cl:1][C:2]1[N:7]=[C:6]([C:8]#[N:9])[C:5]2[N:10]=[CH:11][NH:12][C:4]=2[CH:3]=1.[O:13]1[CH:18]=[CH:17][CH2:16][CH2:15][CH2:14]1.O.S(C1C=CC(C)=CC=1)(O)(=O)=O. (5) Given the product [Cl:3][C:4]1[CH:5]=[N:6][C:7]2[NH:8][C:9]3[CH:10]=[CH:11][CH:12]=[C:13]([CH:26]=3)[CH2:14][CH2:15][C:16]3[CH:24]=[C:20]([NH:21][C:22]=1[N:23]=2)[CH:19]=[CH:18][C:17]=3[NH:25][C:36]([NH:47][CH2:48][CH2:49][NH:50][C:51](=[O:52])[O:53][C:54]([CH3:57])([CH3:56])[CH3:55])=[O:37], predict the reactants needed to synthesize it. The reactants are: Cl.Cl.[Cl:3][C:4]1[CH:5]=[N:6][C:7]2[NH:8][C:9]3[CH:10]=[CH:11][CH:12]=[C:13]([CH:26]=3)[CH2:14][CH2:15][C:16]3[CH:24]=[C:20]([NH:21][C:22]=1[N:23]=2)[CH:19]=[CH:18][C:17]=3[NH2:25].C(N(CC)C(C)C)(C)C.[C:36](Cl)(Cl)=[O:37].C1(C)C=CC=CC=1.[NH2:47][CH2:48][CH2:49][NH:50][C:51]([O:53][C:54]([CH3:57])([CH3:56])[CH3:55])=[O:52].